This data is from Full USPTO retrosynthesis dataset with 1.9M reactions from patents (1976-2016). The task is: Predict the reactants needed to synthesize the given product. (1) The reactants are: Cl.Br[C:3]1[CH:8]=[CH:7][C:6]([C@:9]2([NH2:19])[C:14]3=[N:15][CH:16]=[CH:17][CH:18]=[C:13]3[O:12][CH2:11][CH2:10]2)=[CH:5][CH:4]=1.O1CCOCC1.[O-]P([O-])([O-])=O.[K+].[K+].[K+].[C:34]([C:36]1[CH:41]=[CH:40][C:39](B(O)O)=[CH:38][CH:37]=1)#[N:35]. Given the product [NH2:19][C@@:9]1([C:6]2[CH:7]=[CH:8][C:3]([C:39]3[CH:40]=[CH:41][C:36]([C:34]#[N:35])=[CH:37][CH:38]=3)=[CH:4][CH:5]=2)[C:14]2=[N:15][CH:16]=[CH:17][CH:18]=[C:13]2[O:12][CH2:11][CH2:10]1, predict the reactants needed to synthesize it. (2) Given the product [ClH:9].[CH3:3][N:4]([CH3:8])[CH2:5][CH2:6][O:7][C:10]1[N:15]=[CH:14][N:13]=[C:12]([N:16]2[C:20](=[O:21])[C:19]([C:22]3[CH:23]=[N:24][CH:25]=[CH:26][CH:27]=3)=[CH:18][NH:17]2)[CH:11]=1, predict the reactants needed to synthesize it. The reactants are: [H-].[Na+].[CH3:3][N:4]([CH3:8])[CH2:5][CH2:6][OH:7].[Cl:9][C:10]1[N:15]=[CH:14][N:13]=[C:12]([N:16]2[C:20](=[O:21])[C:19]([C:22]3[CH:23]=[N:24][CH:25]=[CH:26][CH:27]=3)=[CH:18][NH:17]2)[CH:11]=1.Cl.